The task is: Regression/Classification. Given a drug SMILES string, predict its absorption, distribution, metabolism, or excretion properties. Task type varies by dataset: regression for continuous measurements (e.g., permeability, clearance, half-life) or binary classification for categorical outcomes (e.g., BBB penetration, CYP inhibition). Dataset: cyp2c9_veith.. This data is from CYP2C9 inhibition data for predicting drug metabolism from PubChem BioAssay. (1) The drug is COc1ccc(O[C@H]2C=C[C@@H](c3ccccc3)O[C@H]2COC(=O)CC/C(C)=N\O[C@@H](C)c2cn([C@H](CO)Cc3ccccc3)nn2)cc1. The result is 1 (inhibitor). (2) The compound is OCCNCCCOc1cccc(Cl)c1Cl. The result is 0 (non-inhibitor). (3) The drug is O=c1cc(CO)oc(CN2CCCC2)c1O. The result is 0 (non-inhibitor). (4) The compound is Clc1ccccc1C(Nc1ncccn1)Nc1ncccn1. The result is 0 (non-inhibitor). (5) The drug is O=C(CCCN1CCC(O)(c2cccc(C(F)(F)F)c2)CC1)c1ccc(F)cc1. The result is 0 (non-inhibitor). (6) The molecule is COc1ccc(C(CC(=O)Nc2ccc(F)cc2)c2ccccc2)cc1. The result is 1 (inhibitor). (7) The compound is O=C(CC1C(=O)N(c2ccc(Cl)cc2)C(=S)N1CCc1ccncc1)Nc1ccc(F)cc1. The result is 1 (inhibitor). (8) The result is 1 (inhibitor). The molecule is COc1ccc(Cc2nc3ccc(S(=O)(=O)N4CCOCC4)cc3[nH]2)cc1OC.